This data is from Catalyst prediction with 721,799 reactions and 888 catalyst types from USPTO. The task is: Predict which catalyst facilitates the given reaction. (1) The catalyst class is: 5. Product: [Cl:1][C:2]1[CH:3]=[C:4]([C:8]2[CH:9]=[C:10]([CH2:16][N:17]3[CH:21]=[N:20][C:19]([C:22]([NH2:26])=[O:24])=[N:18]3)[CH:11]=[N:12][C:13]=2[O:14][CH3:15])[CH:5]=[CH:6][CH:7]=1. Reactant: [Cl:1][C:2]1[CH:3]=[C:4]([C:8]2[CH:9]=[C:10]([CH2:16][N:17]3[CH:21]=[N:20][C:19]([C:22]([O:24]C)=O)=[N:18]3)[CH:11]=[N:12][C:13]=2[O:14][CH3:15])[CH:5]=[CH:6][CH:7]=1.[NH3:26]. (2) Reactant: [C:1]([C:5]1[CH:6]=[CH:7][C:8]([C:17](=[O:23])[N:18]([CH2:21]C)CC)=[C:9]([CH:16]=1)CNC(=O)OC)([CH3:4])([CH3:3])[CH3:2].O1CCCC1.[OH-].[Li+].Cl. Product: [C:1]([C:5]1[CH:16]=[C:9]2[C:8](=[CH:7][CH:6]=1)[C:17](=[O:23])[NH:18][CH2:21]2)([CH3:2])([CH3:3])[CH3:4]. The catalyst class is: 5. (3) Reactant: [F:1][C:2]1[CH:26]=[CH:25][CH:24]=[C:23]([F:27])[C:3]=1[CH2:4][O:5][C:6]1[N:11]2[N:12]=[C:13]([CH2:19][CH2:20][CH3:21])[C:14]([C:15]([O:17]C)=[O:16])=[C:10]2[CH:9]=[C:8]([CH3:22])[CH:7]=1.[OH-].[Na+].Cl. Product: [F:1][C:2]1[CH:26]=[CH:25][CH:24]=[C:23]([F:27])[C:3]=1[CH2:4][O:5][C:6]1[N:11]2[N:12]=[C:13]([CH2:19][CH2:20][CH3:21])[C:14]([C:15]([OH:17])=[O:16])=[C:10]2[CH:9]=[C:8]([CH3:22])[CH:7]=1. The catalyst class is: 12.